From a dataset of CYP2C19 inhibition data for predicting drug metabolism from PubChem BioAssay. Regression/Classification. Given a drug SMILES string, predict its absorption, distribution, metabolism, or excretion properties. Task type varies by dataset: regression for continuous measurements (e.g., permeability, clearance, half-life) or binary classification for categorical outcomes (e.g., BBB penetration, CYP inhibition). Dataset: cyp2c19_veith. (1) The drug is NS(=O)(=O)c1cc2c(cc1Cl)N[C@@H](C(Cl)Cl)NS2(=O)=O. The result is 0 (non-inhibitor). (2) The compound is OCCN(CO)CO. The result is 0 (non-inhibitor). (3) The molecule is CN1CCc2c(sc3c2c(=O)n(-c2ccccc2)c2nncn32)C1. The result is 0 (non-inhibitor). (4) The compound is CCN(CC)c1ccc(SS(=O)(=O)O)cc1. The result is 1 (inhibitor). (5) The drug is Cc1c2cccc(Sc3ccccc3)c2c2c3c(cccc13)[S+](c1ccccc1)C2. The result is 1 (inhibitor). (6) The drug is CCC/C=C(\CCC)C(NS(=O)(=O)c1cccs1)c1ccc(C(=O)OC)cc1. The result is 1 (inhibitor).